From a dataset of Catalyst prediction with 721,799 reactions and 888 catalyst types from USPTO. Predict which catalyst facilitates the given reaction. (1) Reactant: Br[C:2]1[CH:7]=[CH:6][C:5]([C:8]2([CH2:11][OH:12])[CH2:10][CH2:9]2)=[CH:4][CH:3]=1.[CH3:13][C:14]1([CH3:28])[CH2:19][O:18][B:17]([B:17]2[O:18][CH2:19][C:14]([CH3:28])([CH3:13])[CH2:15][O:16]2)[O:16][CH2:15]1.CC([O-])=O.[K+]. Product: [CH3:13][C:14]1([CH3:28])[CH2:19][O:18][B:17]([C:2]2[CH:7]=[CH:6][C:5]([C:8]3([CH2:11][OH:12])[CH2:10][CH2:9]3)=[CH:4][CH:3]=2)[O:16][CH2:15]1. The catalyst class is: 450. (2) Reactant: C(O[C:4]1(O[Si](C)(C)C)[CH2:6][CH2:5]1)C.[C:12]([CH:17]=P(C1C=CC=CC=1)(C1C=CC=CC=1)C1C=CC=CC=1)([O:14][CH2:15][CH3:16])=[O:13].C(O)(=O)C1C=CC=CC=1. Product: [C:4]1(=[CH:17][C:12]([O:14][CH2:15][CH3:16])=[O:13])[CH2:5][CH2:6]1. The catalyst class is: 11. (3) Reactant: [CH2:1]([N:5]1[C:9]2[CH:10]=[CH:11][C:12]([NH2:14])=[CH:13][C:8]=2[N:7]=[CH:6]1)[CH:2]([CH3:4])[CH3:3].[Br:15]Br.N.CO.C(Cl)Cl. Product: [CH2:1]([N:5]1[C:9]2[CH:10]=[CH:11][C:12]([NH2:14])=[C:13]([Br:15])[C:8]=2[N:7]=[CH:6]1)[CH:2]([CH3:4])[CH3:3]. The catalyst class is: 52. (4) Reactant: [Br:1][C:2]1[CH:19]=[CH:18][C:5]2[N:6](C(OC(C)(C)C)=O)[C:7](=[O:10])[N:8]([CH3:9])[C:4]=2[CH:3]=1.Cl.O1CCOCC1. Product: [Br:1][C:2]1[CH:19]=[CH:18][C:5]2[NH:6][C:7](=[O:10])[N:8]([CH3:9])[C:4]=2[CH:3]=1. The catalyst class is: 15. (5) Product: [CH2:17]([O:19][C:20](=[O:24])[CH2:21][CH2:22][NH:23][CH2:15][CH:9]([C:4]1[CH:5]=[CH:6][C:7]([Cl:8])=[C:2]([Cl:1])[CH:3]=1)[C:10]([O:12][CH2:13][CH3:14])=[O:11])[CH3:18]. The catalyst class is: 66. Reactant: [Cl:1][C:2]1[CH:3]=[C:4]([C:9](=[CH2:15])[C:10]([O:12][CH2:13][CH3:14])=[O:11])[CH:5]=[CH:6][C:7]=1[Cl:8].Cl.[CH2:17]([O:19][C:20](=[O:24])[CH2:21][CH2:22][NH2:23])[CH3:18].O. (6) Reactant: Br[C:2]1[CH:3]=[C:4]([NH:10][CH2:11][C@@H:12]([NH:14][C:15](=[O:21])[O:16][C:17]([CH3:20])([CH3:19])[CH3:18])[CH3:13])[CH:5]=[N:6][C:7]=1[C:8]#[N:9].[NH2:22][C:23]1[CH:28]=[C:27]([CH3:29])[CH:26]=[C:25]([CH3:30])[N:24]=1.CC1(C)C2C(=C(P(C3C=CC=CC=3)C3C=CC=CC=3)C=CC=2)OC2C(P(C3C=CC=CC=3)C3C=CC=CC=3)=CC=CC1=2.C(=O)([O-])[O-].[Cs+].[Cs+]. Product: [C:8]([C:7]1[N:6]=[CH:5][C:4]([NH:10][CH2:11][C@@H:12]([NH:14][C:15](=[O:21])[O:16][C:17]([CH3:20])([CH3:19])[CH3:18])[CH3:13])=[CH:3][C:2]=1[NH:22][C:23]1[CH:28]=[C:27]([CH3:29])[CH:26]=[C:25]([CH3:30])[N:24]=1)#[N:9]. The catalyst class is: 12. (7) Reactant: [H-].[Na+].[F:3][C:4]1[CH:5]=[C:6]([CH2:16][OH:17])[CH:7]=[CH:8][C:9]=1[N:10]1[C:14]([CH3:15])=[CH:13][N:12]=[CH:11]1.Cl[C:19]1[CH:20]=[C:21]2[N:28]([CH3:29])[CH2:27][CH2:26][N:22]2[C:23](=[O:25])[N:24]=1. Product: [F:3][C:4]1[CH:5]=[C:6]([CH:7]=[CH:8][C:9]=1[N:10]1[C:14]([CH3:15])=[CH:13][N:12]=[CH:11]1)[CH2:16][O:17][C:19]1[CH:20]=[C:21]2[N:28]([CH3:29])[CH2:27][CH2:26][N:22]2[C:23](=[O:25])[N:24]=1. The catalyst class is: 1. (8) Reactant: [CH3:1][O-:2].[Na+].Cl[C:5]1[CH:14]=[C:13]([Cl:15])[C:12]2[C:7](=[CH:8][C:9]([C:16]3[C:21]([C:22]([F:25])([F:24])[F:23])=[CH:20][CH:19]=[CH:18][N:17]=3)=[CH:10][N:11]=2)[N:6]=1.O. Product: [Cl:15][C:13]1[C:12]2[C:7](=[CH:8][C:9]([C:16]3[C:21]([C:22]([F:25])([F:24])[F:23])=[CH:20][CH:19]=[CH:18][N:17]=3)=[CH:10][N:11]=2)[N:6]=[C:5]([O:2][CH3:1])[CH:14]=1. The catalyst class is: 1. (9) Reactant: F.[C:2]([NH:10][C:11]1[CH:12]=[CH:13][C:14]([O:17][C:18]([N:20]2[CH2:25][CH2:24][CH:23]([O:26][Si](C(C)(C)C)(C)C)[CH2:22][CH2:21]2)=[O:19])=[N:15][CH:16]=1)(=[O:9])[C:3]1[CH:8]=[CH:7][CH:6]=[CH:5][CH:4]=1. Product: [C:2]([NH:10][C:11]1[CH:12]=[CH:13][C:14]([O:17][C:18]([N:20]2[CH2:21][CH2:22][CH:23]([OH:26])[CH2:24][CH2:25]2)=[O:19])=[N:15][CH:16]=1)(=[O:9])[C:3]1[CH:4]=[CH:5][CH:6]=[CH:7][CH:8]=1. The catalyst class is: 10.